This data is from Peptide-MHC class I binding affinity with 185,985 pairs from IEDB/IMGT. The task is: Regression. Given a peptide amino acid sequence and an MHC pseudo amino acid sequence, predict their binding affinity value. This is MHC class I binding data. (1) The peptide sequence is PIPMSRLFM. The MHC is HLA-A02:03 with pseudo-sequence HLA-A02:03. The binding affinity (normalized) is 0.157. (2) The MHC is HLA-B44:02 with pseudo-sequence HLA-B44:02. The peptide sequence is VLEWRFDSRL. The binding affinity (normalized) is 0.280. (3) The peptide sequence is TTEANAGQF. The MHC is HLA-A25:01 with pseudo-sequence HLA-A25:01. The binding affinity (normalized) is 0.0847. (4) The peptide sequence is GLAAAVVAV. The binding affinity (normalized) is 0.975. The MHC is HLA-A02:03 with pseudo-sequence HLA-A02:03. (5) The peptide sequence is RSYMSFWCK. The MHC is HLA-B15:17 with pseudo-sequence HLA-B15:17. The binding affinity (normalized) is 0.334.